This data is from hERG Central: cardiac toxicity at 1µM, 10µM, and general inhibition. The task is: Predict hERG channel inhibition at various concentrations. (1) The drug is COc1ccc([N+](=O)[O-])cc1N/C(=N/S(=O)(=O)c1ccccc1)c1ccccc1. Results: hERG_inhib (hERG inhibition (general)): blocker. (2) The compound is COc1cccc(-c2nn(-c3ccc(C)cc3)cc2C(=O)NCC2CCCO2)c1. Results: hERG_inhib (hERG inhibition (general)): blocker. (3) Results: hERG_inhib (hERG inhibition (general)): blocker. The molecule is CCC(C)(C(=O)NC1CCCCC1)N(CC1CCCO1)C(=O)c1ccccn1. (4) Results: hERG_inhib (hERG inhibition (general)): blocker. The drug is CCOc1ccc(N2CC(C(=O)NCCCc3ccccc3)CC2=O)cc1. (5) The compound is COc1cc(C(=O)COC(=O)C2CCN(c3ccc(C(F)(F)F)cn3)CC2)ccc1OC(F)F. Results: hERG_inhib (hERG inhibition (general)): blocker. (6) The molecule is CC(CNC(=O)c1ccc(OC2CCN(Cc3ccccn3)CC2)cc1)c1ccccc1. Results: hERG_inhib (hERG inhibition (general)): blocker.